From a dataset of Reaction yield outcomes from USPTO patents with 853,638 reactions. Predict the reaction yield, written as a fraction of the theoretical maximum amount of product (1.0 means a 100% yield; for example, 0.34 means a 34% yield). (1) The reactants are F[C:2]1[CH:7]=[CH:6][N:5]2[C:8]([C:11]([NH:13][C:14]3[CH:22]=[CH:21][CH:20]=[C:19]4[C:15]=3[C:16]([CH3:33])=[N:17][N:18]4[CH2:23][C:24]3[CH:29]=[CH:28][CH:27]=[C:26]([CH:30]([CH3:32])[CH3:31])[N:25]=3)=[O:12])=[CH:9][N:10]=[C:4]2[CH:3]=1.[CH3:34][C@@H:35]1[N:40]([CH3:41])[CH2:39][CH2:38][N:37]([CH2:42][CH2:43][OH:44])[CH2:36]1.O1CCN(CCO)C[CH2:46]1. No catalyst specified. The product is [CH:30]1([C:26]2[N:25]=[C:24]([CH2:23][N:18]3[C:19]4[C:15](=[C:14]([NH:13][C:11]([C:8]5[N:5]6[CH:6]=[CH:7][C:2]([O:44][CH2:43][CH2:42][N:37]7[CH2:38][CH2:39][N:40]([CH3:41])[C@@H:35]([CH3:34])[CH2:36]7)=[CH:3][C:4]6=[N:10][CH:9]=5)=[O:12])[CH:22]=[CH:21][CH:20]=4)[C:16]([CH3:33])=[N:17]3)[CH:29]=[CH:28][CH:27]=2)[CH2:32][CH2:46][CH2:31]1. The yield is 0.290. (2) The reactants are C([O:4][C@@H:5]([CH3:40])[C@H:6]([O:32][CH2:33][C:34]1[CH:39]=[CH:38][CH:37]=[CH:36][CH:35]=1)[C@@H:7]([O:24][CH2:25][C:26]1[CH:31]=[CH:30][CH:29]=[CH:28][CH:27]=1)[CH2:8][CH2:9][CH2:10][C@H:11]([NH:16][C:17]([O:19][C:20]([CH3:23])([CH3:22])[CH3:21])=[O:18])[C:12]([O:14]C)=[O:13])(=O)C.O[Li].O. The catalyst is CO.O. The product is [CH2:25]([O:24][C@H:7]([C@@H:6]([O:32][CH2:33][C:34]1[CH:35]=[CH:36][CH:37]=[CH:38][CH:39]=1)[C@@H:5]([OH:4])[CH3:40])[CH2:8][CH2:9][CH2:10][C@H:11]([NH:16][C:17]([O:19][C:20]([CH3:23])([CH3:22])[CH3:21])=[O:18])[C:12]([OH:14])=[O:13])[C:26]1[CH:31]=[CH:30][CH:29]=[CH:28][CH:27]=1. The yield is 0.970. (3) The reactants are [OH:1][N:2]1[C:10](=[O:11])[C:9]2[C:4](=[CH:5][CH:6]=[CH:7][CH:8]=2)[C:3]1=[O:12].Br[CH2:14][C:15]1[CH:20]=[CH:19][CH:18]=[CH:17][CH:16]=1. No catalyst specified. The product is [CH2:14]([O:1][N:2]1[C:10](=[O:11])[C:9]2[C:4](=[CH:5][CH:6]=[CH:7][CH:8]=2)[C:3]1=[O:12])[C:15]1[CH:20]=[CH:19][CH:18]=[CH:17][CH:16]=1. The yield is 0.640. (4) The reactants are [C:1]([N:4]1[C:13]2[C:8](=[CH:9][C:10]([C:14]([O:16][CH2:17][CH3:18])=[O:15])=[CH:11][CH:12]=2)[C@H:7]([NH2:19])[C@@H:6]([CH3:20])[C@@H:5]1[CH3:21])(=[O:3])[CH3:2].F[C:23]1[N:28]=[CH:27][CH:26]=[CH:25][N:24]=1.CCN(C(C)C)C(C)C. The catalyst is CS(C)=O.CCOC(C)=O. The product is [C:1]([N:4]1[C:13]2[C:8](=[CH:9][C:10]([C:14]([O:16][CH2:17][CH3:18])=[O:15])=[CH:11][CH:12]=2)[C@H:7]([NH:19][C:23]2[N:28]=[CH:27][CH:26]=[CH:25][N:24]=2)[C@@H:6]([CH3:20])[C@@H:5]1[CH3:21])(=[O:3])[CH3:2]. The yield is 0.980. (5) The reactants are [Cl:1][C:2]1[CH:7]=[CH:6][C:5]([S:8]([N:11]([C:15]2[C:16]([C:22]([C:24]3[C:25]([CH3:31])=[N:26][CH:27]=[CH:28][C:29]=3[CH3:30])=[O:23])=[N:17][CH:18]=[C:19]([CH3:21])[CH:20]=2)COC)(=[O:10])=[O:9])=[CH:4][C:3]=1[C:32]([F:35])([F:34])[F:33].O. The catalyst is Cl.O1CCOCC1. The product is [Cl:1][C:2]1[CH:7]=[CH:6][C:5]([S:8]([NH:11][C:15]2[C:16]([C:22]([C:24]3[C:25]([CH3:31])=[N:26][CH:27]=[CH:28][C:29]=3[CH3:30])=[O:23])=[N:17][CH:18]=[C:19]([CH3:21])[CH:20]=2)(=[O:10])=[O:9])=[CH:4][C:3]=1[C:32]([F:33])([F:34])[F:35]. The yield is 0.330. (6) The reactants are Cl[C:2]1[N:3]=[CH:4][CH:5]=[C:6]2[CH:10]=[CH:9][NH:8][C:7]=12.[F:11][C:12]1[CH:17]=[C:16]([N+:18]([O-:20])=[O:19])[CH:15]=[CH:14][C:13]=1[OH:21].C([O-])([O-])=O.[K+].[K+]. The catalyst is O(C1C=CC=CC=1)C1C=CC=CC=1. The product is [F:11][C:12]1[CH:17]=[C:16]([N+:18]([O-:20])=[O:19])[CH:15]=[CH:14][C:13]=1[O:21][C:2]1[N:3]=[CH:4][CH:5]=[C:6]2[CH:10]=[CH:9][NH:8][C:7]=12. The yield is 0.440. (7) The reactants are C(O[C:6]([N:8]1[CH2:13][CH2:12][N:11](C2C(=O)N(CC(C)C)N=C(C3C=CC(C)=C(F)C=3)C=2C)[CH2:10][CH2:9]1)=O)(C)(C)C.[CH2:34]([N:38]1[C:43](=[O:44])[C:42](COS(C)(=O)=O)=[CH:41][C:40]([C:51]2[CH:56]=[CH:55][C:54]([C:57]([F:60])([F:59])[F:58])=[CH:53][CH:52]=2)=[N:39]1)[CH:35]([CH3:37])[CH3:36].[CH3:61]N1CCNCC1. No catalyst specified. The product is [CH2:34]([N:38]1[C:43](=[O:44])[C:42]([N:11]2[CH2:12][CH2:13][N:8]([CH3:6])[CH2:9][CH2:10]2)=[C:41]([CH3:61])[C:40]([C:51]2[CH:52]=[CH:53][C:54]([C:57]([F:59])([F:60])[F:58])=[CH:55][CH:56]=2)=[N:39]1)[CH:35]([CH3:37])[CH3:36]. The yield is 0.811. (8) The reactants are Br[C:2]1[CH:3]=[C:4]([CH:12]=[CH:13][C:14]=1[F:15])[CH2:5][N:6]1[CH2:11][CH2:10][O:9][CH2:8][CH2:7]1.C([Li])CCC.CON(C)[C:24](=[O:26])[CH3:25]. The catalyst is C1COCC1.CCCCCC. The product is [F:15][C:14]1[CH:13]=[CH:12][C:4]([CH2:5][N:6]2[CH2:11][CH2:10][O:9][CH2:8][CH2:7]2)=[CH:3][C:2]=1[C:24](=[O:26])[CH3:25]. The yield is 0.640.